This data is from Forward reaction prediction with 1.9M reactions from USPTO patents (1976-2016). The task is: Predict the product of the given reaction. (1) Given the reactants [CH2:1](Cl)[C:2]1[CH:7]=[CH:6][CH:5]=[CH:4][CH:3]=1.[CH2:9]([O:11][C:12](=[O:26])[CH:13]([C:18]1[CH:23]=[CH:22][C:21]([OH:24])=[C:20]([Br:25])[CH:19]=1)[CH2:14][CH:15]([CH3:17])[CH3:16])[CH3:10].C([O-])([O-])=O.[K+].[K+].O, predict the reaction product. The product is: [Br:25][C:20]1[CH:19]=[C:18]([CH:13]([CH2:14][CH:15]([CH3:16])[CH3:17])[C:12]([O:11][CH2:9][CH3:10])=[O:26])[CH:23]=[CH:22][C:21]=1[O:24][CH2:1][C:2]1[CH:7]=[CH:6][CH:5]=[CH:4][CH:3]=1. (2) Given the reactants [OH:1][C:2]1[CH:3]=[CH:4][C:5]2[O:9][C:8]([N:10]3[CH2:15][CH2:14][CH:13]([O:16][CH2:17][C@@H:18]([NH:20][C:21](=[O:27])[O:22][C:23]([CH3:26])([CH3:25])[CH3:24])[CH3:19])[CH2:12][CH2:11]3)=[N:7][C:6]=2[CH:28]=1.C(=O)([O-])[O-].[K+].[K+].Br[CH2:36][CH:37]1[CH2:40][CH2:39][CH2:38]1, predict the reaction product. The product is: [CH:37]1([CH2:36][O:1][C:2]2[CH:3]=[CH:4][C:5]3[O:9][C:8]([N:10]4[CH2:15][CH2:14][CH:13]([O:16][CH2:17][C@@H:18]([NH:20][C:21](=[O:27])[O:22][C:23]([CH3:24])([CH3:26])[CH3:25])[CH3:19])[CH2:12][CH2:11]4)=[N:7][C:6]=3[CH:28]=2)[CH2:40][CH2:39][CH2:38]1. (3) Given the reactants O=[C:2]([N:21]1[CH2:25][CH2:24][C@H:23]([O:26][CH2:27][CH2:28][O:29][CH2:30][CH2:31][O:32][CH2:33][CH2:34][O:35][C:36]([F:39])([F:38])[F:37])[CH2:22]1)[C@@H:3]([NH:10][C:11](=O)OCC1C=CC=CC=1)[C:4]1[CH:9]=[CH:8][CH:7]=[CH:6][CH:5]=1.[H-].[Al+3].[Li+].[H-].[H-].[H-].C(=O)([O-])[O-].[Na+].[Na+], predict the reaction product. The product is: [CH3:11][NH:10][C@@H:3]([C:4]1[CH:5]=[CH:6][CH:7]=[CH:8][CH:9]=1)[CH2:2][N:21]1[CH2:25][CH2:24][C@H:23]([O:26][CH2:27][CH2:28][O:29][CH2:30][CH2:31][O:32][CH2:33][CH2:34][O:35][C:36]([F:38])([F:39])[F:37])[CH2:22]1. (4) The product is: [CH2:39]([O:46][C:47]1[CH:48]=[CH:49][C:50]([CH:51]=[CH:14][C:5]2[C:6]3[O:10][C:9]([CH3:11])([CH3:12])[CH2:8][C:7]=3[CH:13]=[C:3]([F:2])[CH:4]=2)=[CH:53][CH:54]=1)[C:40]1[CH:41]=[CH:42][CH:43]=[CH:44][CH:45]=1. Given the reactants [Cl-].[F:2][C:3]1[CH:4]=[C:5]([CH2:14][P+](C2C=CC=CC=2)(C2C=CC=CC=2)C2C=CC=CC=2)[C:6]2[O:10][C:9]([CH3:12])([CH3:11])[CH2:8][C:7]=2[CH:13]=1.C([Li])CCC.[CH2:39]([O:46][C:47]1[CH:54]=[CH:53][C:50]([CH:51]=O)=[CH:49][CH:48]=1)[C:40]1[CH:45]=[CH:44][CH:43]=[CH:42][CH:41]=1, predict the reaction product. (5) The product is: [NH2:1][C:2]1[CH:7]=[CH:6][C:5]([C:8]2[CH:13]=[CH:12][CH:11]=[C:10]([Cl:14])[CH:9]=2)=[CH:4][C:3]=1[C:15]([CH3:18])([CH3:16])[OH:17]. Given the reactants [NH2:1][C:2]1[CH:7]=[CH:6][C:5]([C:8]2[CH:13]=[CH:12][CH:11]=[C:10]([Cl:14])[CH:9]=2)=[CH:4][C:3]=1[C:15](=[O:17])[CH3:16].[CH3:18][Mg]Br.[Cl-].[NH4+].C(OCC)(=O)C, predict the reaction product. (6) Given the reactants [NH:1]1[CH2:4][CH:3]([N:5]2[C:13]3[C:8](=[C:9]([Cl:14])[CH:10]=[CH:11][CH:12]=3)[C:7]([C:15]([NH:17][CH2:18][C:19]3([OH:27])[CH2:24][CH2:23][C:22]([F:26])([F:25])[CH2:21][CH2:20]3)=[O:16])=[CH:6]2)[CH2:2]1.C=O.[BH-](OC(C)=O)(OC(C)=O)O[C:32](C)=O.[Na+], predict the reaction product. The product is: [Cl:14][C:9]1[CH:10]=[CH:11][CH:12]=[C:13]2[C:8]=1[C:7]([C:15]([NH:17][CH2:18][C:19]1([OH:27])[CH2:24][CH2:23][C:22]([F:25])([F:26])[CH2:21][CH2:20]1)=[O:16])=[CH:6][N:5]2[CH:3]1[CH2:4][N:1]([CH3:32])[CH2:2]1.